Regression. Given a peptide amino acid sequence and an MHC pseudo amino acid sequence, predict their binding affinity value. This is MHC class II binding data. From a dataset of Peptide-MHC class II binding affinity with 134,281 pairs from IEDB. (1) The MHC is HLA-DQA10201-DQB10301 with pseudo-sequence HLA-DQA10201-DQB10301. The peptide sequence is GKCDSAGRSRRSRRA. The binding affinity (normalized) is 0.483. (2) The peptide sequence is VLTYNGKRLEPNWAS. The MHC is DRB3_0101 with pseudo-sequence DRB3_0101. The binding affinity (normalized) is 0.205. (3) The peptide sequence is SLGEAWTGGGSDKAL. The MHC is DRB5_0101 with pseudo-sequence DRB5_0101. The binding affinity (normalized) is 0.383. (4) The peptide sequence is FIFFLLLAGRSCSDG. The MHC is H-2-IAb with pseudo-sequence H-2-IAb. The binding affinity (normalized) is 0. (5) The peptide sequence is RGIVKENIIDLTKIDR. The MHC is DRB1_0802 with pseudo-sequence DRB1_0802. The binding affinity (normalized) is 0.404. (6) The peptide sequence is VAISRYLGKQFGLSG. The MHC is DRB1_1201 with pseudo-sequence DRB1_1201. The binding affinity (normalized) is 0.411.